From a dataset of Forward reaction prediction with 1.9M reactions from USPTO patents (1976-2016). Predict the product of the given reaction. Given the reactants [CH:1]1([C@@H:4]2[C@@:9]([CH3:11])([OH:10])[C@H:8]([OH:12])[CH2:7][C@H:6]([C:13]3[CH:18]=[CH:17][N:16]=[CH:15][C:14]=3[N+:19]([O-:21])=[O:20])[O:5]2)[CH2:3][CH2:2]1.[C:22](OC(=O)C)(=[O:24])[CH3:23], predict the reaction product. The product is: [C:22]([O:12][C@@H:8]1[CH2:7][C@H:6]([C:13]2[CH:18]=[CH:17][N:16]=[CH:15][C:14]=2[N+:19]([O-:21])=[O:20])[O:5][C@H:4]([CH:1]2[CH2:2][CH2:3]2)[C@:9]1([OH:10])[CH3:11])(=[O:24])[CH3:23].